This data is from NCI-60 drug combinations with 297,098 pairs across 59 cell lines. The task is: Regression. Given two drug SMILES strings and cell line genomic features, predict the synergy score measuring deviation from expected non-interaction effect. (1) Drug 1: C1=CN(C=N1)CC(O)(P(=O)(O)O)P(=O)(O)O. Drug 2: COC1=C2C(=CC3=C1OC=C3)C=CC(=O)O2. Cell line: U251. Synergy scores: CSS=-2.36, Synergy_ZIP=3.23, Synergy_Bliss=1.94, Synergy_Loewe=-2.50, Synergy_HSA=-1.57. (2) Drug 1: CC=C1C(=O)NC(C(=O)OC2CC(=O)NC(C(=O)NC(CSSCCC=C2)C(=O)N1)C(C)C)C(C)C. Drug 2: COC1=C2C(=CC3=C1OC=C3)C=CC(=O)O2. Cell line: NCI-H460. Synergy scores: CSS=59.2, Synergy_ZIP=7.14, Synergy_Bliss=-0.680, Synergy_Loewe=-46.4, Synergy_HSA=-1.75. (3) Drug 1: C1CC(=O)NC(=O)C1N2CC3=C(C2=O)C=CC=C3N. Drug 2: COCCOC1=C(C=C2C(=C1)C(=NC=N2)NC3=CC=CC(=C3)C#C)OCCOC.Cl. Cell line: MDA-MB-435. Synergy scores: CSS=5.16, Synergy_ZIP=1.57, Synergy_Bliss=4.00, Synergy_Loewe=2.26, Synergy_HSA=1.41.